This data is from Forward reaction prediction with 1.9M reactions from USPTO patents (1976-2016). The task is: Predict the product of the given reaction. (1) Given the reactants [Br:1][C:2]1[CH:7]=[CH:6][C:5]([N:8]2[C:12](=[O:13])[NH:11][N:10]=[CH:9]2)=[C:4]([F:14])[CH:3]=1.[OH-].[K+].[CH3:17][O:18][CH2:19][CH2:20]Br, predict the reaction product. The product is: [Br:1][C:2]1[CH:7]=[CH:6][C:5]([N:8]2[C:12](=[O:13])[N:11]([CH2:20][CH2:19][O:18][CH3:17])[N:10]=[CH:9]2)=[C:4]([F:14])[CH:3]=1. (2) Given the reactants CC(C)([O-])C.[K+].[Cl:7][C:8]1[CH:13]=[CH:12][C:11]([Cl:14])=[CH:10][C:9]=1[OH:15].[CH2:16]([O:18][C:19](=[O:24])[CH:20]=[C:21](Cl)[CH3:22])[CH3:17], predict the reaction product. The product is: [CH2:16]([O:18][C:19](=[O:24])/[CH:20]=[C:21](/[O:15][C:9]1[CH:10]=[C:11]([Cl:14])[CH:12]=[CH:13][C:8]=1[Cl:7])\[CH3:22])[CH3:17].